This data is from Catalyst prediction with 721,799 reactions and 888 catalyst types from USPTO. The task is: Predict which catalyst facilitates the given reaction. (1) Reactant: [NH:1]1[C:5]2[CH:6]=[CH:7][CH:8]=[CH:9][C:4]=2[N:3]=[C:2]1[CH2:10][OH:11].Cl[CH2:13][CH2:14][S:15]([CH3:18])(=[O:17])=[O:16].C([O-])([O-])=O.[K+].[K+].O. Product: [CH3:18][S:15]([CH2:14][CH2:13][N:1]1[C:5]2[CH:6]=[CH:7][CH:8]=[CH:9][C:4]=2[N:3]=[C:2]1[CH2:10][OH:11])(=[O:17])=[O:16]. The catalyst class is: 3. (2) Reactant: Cl[C:2]1[CH:10]=[C:9]2[C:5](/[C:6](=[CH:12]/[C:13]3[CH:18]=[CH:17][CH:16]=[C:15]([Cl:19])[CH:14]=3)/[C:7](=[O:11])[NH:8]2)=[CH:4][CH:3]=1.[C:20]([O:24][C:25]([O:27]C(OC(C)(C)C)=O)=O)([CH3:23])([CH3:22])[CH3:21].[CH2:35]([N:37](CC)CC)C. The catalyst class is: 119. Product: [C:20]([O:24][C:25]([N:8]1[C:9]2[C:5](=[CH:4][CH:3]=[C:2]([C:35]#[N:37])[CH:10]=2)/[C:6](=[CH:12]/[C:13]2[CH:18]=[CH:17][CH:16]=[C:15]([Cl:19])[CH:14]=2)/[C:7]1=[O:11])=[O:27])([CH3:23])([CH3:22])[CH3:21]. (3) Reactant: Br[C:2]1[C:11]([O:12][CH3:13])=[CH:10][CH:9]=[C:8]2[C:3]=1[CH:4]=[CH:5][C:6]([S:14][CH3:15])=[N:7]2.[C:16]([Cu])#[N:17].O.C(N)CN. The catalyst class is: 3. Product: [C:16]([C:2]1[C:11]([O:12][CH3:13])=[CH:10][CH:9]=[C:8]2[C:3]=1[CH:4]=[CH:5][C:6]([S:14][CH3:15])=[N:7]2)#[N:17]. (4) Reactant: [C:1]([Cl:4])(=[O:3])[CH3:2].[Cl:5][C:6]1[CH:11]=[CH:10][CH:9]=[CH:8][C:7]=1[CH2:12][CH2:13][N:14]([CH3:32])[CH2:15][CH2:16][CH2:17][CH2:18][C:19]([C:21]1[CH:31]=[CH:30][C:24]2[CH2:25][CH2:26][NH:27][CH2:28][CH2:29][C:23]=2[CH:22]=1)=[O:20].C(N(CC)CC)C.O. Product: [ClH:4].[C:1]([N:27]1[CH2:26][CH2:25][C:24]2[CH:30]=[CH:31][C:21]([C:19](=[O:20])[CH2:18][CH2:17][CH2:16][CH2:15][N:14]([CH2:13][CH2:12][C:7]3[CH:8]=[CH:9][CH:10]=[CH:11][C:6]=3[Cl:5])[CH3:32])=[CH:22][C:23]=2[CH2:29][CH2:28]1)(=[O:3])[CH3:2]. The catalyst class is: 7. (5) Product: [CH2:1]([O:8][C:9](=[O:52])[NH:10][C:11]1([CH3:25])[C:26](=[O:51])[N:27]2[CH:28]([CH2:29][C:30]3[CH:35]=[CH:34][C:33]([Cl:36])=[CH:32][CH:31]=3)[C:37](=[O:50])[N:38]([CH:39]([CH3:40])[CH3:41])[CH2:42][CH:43]2[N:13]([S:14]([C:17]2[CH:22]=[CH:21][C:20]([Cl:23])=[CH:19][C:18]=2[Cl:24])(=[O:16])=[O:15])[CH2:12]1)[C:2]1[CH:3]=[CH:4][CH:5]=[CH:6][CH:7]=1. Reactant: [CH2:1]([O:8][C:9](=[O:52])[NH:10][C:11]([C:26](=[O:51])[NH:27][CH:28]([C:37](=[O:50])[N:38]([CH2:42][CH:43](OCC)OCC)[CH:39]([CH3:41])[CH3:40])[CH2:29][C:30]1[CH:35]=[CH:34][C:33]([Cl:36])=[CH:32][CH:31]=1)([CH3:25])[CH2:12][NH:13][S:14]([C:17]1[CH:22]=[CH:21][C:20]([Cl:23])=[CH:19][C:18]=1[Cl:24])(=[O:16])=[O:15])[C:2]1[CH:7]=[CH:6][CH:5]=[CH:4][CH:3]=1. The catalyst class is: 106.